Dataset: Full USPTO retrosynthesis dataset with 1.9M reactions from patents (1976-2016). Task: Predict the reactants needed to synthesize the given product. (1) Given the product [CH3:25][O:26][C:27](=[O:37])[CH:28]([NH:29][C:19](=[O:20])[C:18]1[CH:17]=[CH:16][C:15]([C:12]2[CH:13]=[N:14][C:9]([O:8][CH2:1][C:2]3[CH:3]=[CH:4][CH:5]=[CH:6][CH:7]=3)=[CH:10][CH:11]=2)=[CH:23][CH:22]=1)[CH2:30][C:31]1[CH:36]=[CH:35][CH:34]=[CH:33][CH:32]=1, predict the reactants needed to synthesize it. The reactants are: [CH2:1]([O:8][C:9]1[N:14]=[CH:13][C:12]([C:15]2[CH:23]=[CH:22][C:18]([C:19](O)=[O:20])=[CH:17][CH:16]=2)=[CH:11][CH:10]=1)[C:2]1[CH:7]=[CH:6][CH:5]=[CH:4][CH:3]=1.Cl.[CH3:25][O:26][C:27](=[O:37])[C@H:28]([CH2:30][C:31]1[CH:36]=[CH:35][CH:34]=[CH:33][CH:32]=1)[NH2:29].C(N(CC)CC)C. (2) Given the product [C:5]([C:4]1[CH:7]=[C:8]([C@H:10]2[CH2:14][C@H:13]([F:15])[CH2:12][N:11]2[C:17]2[CH:22]=[CH:21][N:20]3[N:23]=[CH:24][C:25]([C:26]([N:28]([CH2:38][C:39]4[CH:44]=[CH:43][C:42]([O:45][CH3:46])=[CH:41][CH:40]=4)[CH2:29][C:30]4[CH:31]=[CH:32][C:33]([O:36][CH3:37])=[CH:34][CH:35]=4)=[O:27])=[C:19]3[CH:18]=2)[CH:9]=[C:2]([F:1])[CH:3]=1)#[N:6], predict the reactants needed to synthesize it. The reactants are: [F:1][C:2]1[CH:3]=[C:4]([CH:7]=[C:8]([C@H:10]2[CH2:14][C@H:13]([F:15])[CH2:12][NH:11]2)[CH:9]=1)[C:5]#[N:6].I[C:17]1[CH:22]=[CH:21][N:20]2[N:23]=[CH:24][C:25]([C:26]([N:28]([CH2:38][C:39]3[CH:44]=[CH:43][C:42]([O:45][CH3:46])=[CH:41][CH:40]=3)[CH2:29][C:30]3[CH:35]=[CH:34][C:33]([O:36][CH3:37])=[CH:32][CH:31]=3)=[O:27])=[C:19]2[CH:18]=1.C([O-])([O-])=O.[Cs+].[Cs+].CC1(C)C2C(=C(P(C3C=CC=CC=3)C3C=CC=CC=3)C=CC=2)OC2C(P(C3C=CC=CC=3)C3C=CC=CC=3)=CC=CC1=2.